Dataset: Forward reaction prediction with 1.9M reactions from USPTO patents (1976-2016). Task: Predict the product of the given reaction. (1) Given the reactants [F:1][C:2]([C:5]1[O:9][C:8]([CH2:10][N:11]2[N:15]=[C:14]([NH2:16])[CH:13]=[N:12]2)=[CH:7][CH:6]=1)([F:4])[CH3:3].[CH3:17][C:18]1[O:19][C:20]([C:26]2[CH:31]=[CH:30][CH:29]=[CH:28][CH:27]=2)=[C:21]([C:23](O)=[O:24])[N:22]=1, predict the reaction product. The product is: [F:4][C:2]([C:5]1[O:9][C:8]([CH2:10][N:11]2[N:15]=[C:14]([NH:16][C:23]([C:21]3[N:22]=[C:18]([CH3:17])[O:19][C:20]=3[C:26]3[CH:27]=[CH:28][CH:29]=[CH:30][CH:31]=3)=[O:24])[CH:13]=[N:12]2)=[CH:7][CH:6]=1)([F:1])[CH3:3]. (2) The product is: [CH2:1]([O:3][C:4]([N:6]1[CH2:11][CH2:10][CH:9]([NH:12][C:13]2[C:18]([NH2:19])=[CH:17][CH:16]=[C:15]([N:22]([CH3:23])[CH3:24])[N:14]=2)[CH2:8][CH2:7]1)=[O:5])[CH3:2]. Given the reactants [CH2:1]([O:3][C:4]([N:6]1[CH2:11][CH2:10][CH:9]([NH:12][C:13]2[C:18]([N+:19]([O-])=O)=[CH:17][CH:16]=[C:15]([N:22]([CH3:24])[CH3:23])[N:14]=2)[CH2:8][CH2:7]1)=[O:5])[CH3:2], predict the reaction product. (3) Given the reactants [CH3:1][C:2]1[CH2:11][CH:10]=[C:9]2[C:4]([CH3:14])([CH2:5][CH2:6][CH2:7][C:8]2([CH3:13])[CH3:12])[C:3]=1[CH2:15][CH:16]=[O:17].[H-].[H-].[H-].[H-].[Li+].[Al+3].O.[OH-].[Na+], predict the reaction product. The product is: [CH3:1][C:2]1[CH2:11][CH:10]=[C:9]2[C:4]([CH3:14])([CH2:5][CH2:6][CH2:7][C:8]2([CH3:12])[CH3:13])[C:3]=1[CH2:15][CH2:16][OH:17]. (4) Given the reactants [C:1]([O:5][C:6]([N:8]1[CH2:13][CH2:12][N:11]([CH2:14][CH2:15][C:16]#[N:17])[CH2:10][CH2:9]1)=[O:7])([CH3:4])([CH3:3])[CH3:2], predict the reaction product. The product is: [C:1]([O:5][C:6]([N:8]1[CH2:9][CH2:10][N:11]([CH2:14][CH2:15][CH2:16][NH2:17])[CH2:12][CH2:13]1)=[O:7])([CH3:4])([CH3:3])[CH3:2]. (5) Given the reactants Br[C:2]1[CH:24]=[C:23]([F:25])[CH:22]=[CH:21][C:3]=1[O:4][CH2:5][C:6]([N:8]([CH:18]([CH3:20])[CH3:19])[NH:9][C:10](=[O:17])[C:11]1[CH:16]=[CH:15][CH:14]=[CH:13][CH:12]=1)=[O:7].C([O-])([O-])=O.[Na+].[Na+].[CH3:32][O:33][C:34]([C:36]1[CH:41]=[CH:40][CH:39]=[CH:38][C:37]=1B(O)O)=[O:35], predict the reaction product. The product is: [CH3:32][O:33][C:34]([C:36]1[CH:41]=[CH:40][CH:39]=[CH:38][C:37]=1[C:2]1[CH:24]=[C:23]([F:25])[CH:22]=[CH:21][C:3]=1[O:4][CH2:5][C:6]([N:8]([CH:18]([CH3:20])[CH3:19])[NH:9][C:10](=[O:17])[C:11]1[CH:16]=[CH:15][CH:14]=[CH:13][CH:12]=1)=[O:7])=[O:35]. (6) Given the reactants [CH3:1][O:2][C:3]1[CH:4]=[C:5]([CH:27]=[C:28]([O:32][CH3:33])[C:29]=1[O:30][CH3:31])[CH2:6][N:7]1[CH2:11][CH2:10][C:9]([CH2:19][C:20]2[CH:25]=[CH:24][CH:23]=[CH:22][CH:21]=2)([CH2:12][CH2:13]OS(C)(=O)=O)[C:8]1=[O:26].[CH2:34]([O:36][CH2:37][CH2:38][N:39]1[C:43]2[CH:44]=[CH:45][CH:46]=[CH:47][C:42]=2[N:41]=[C:40]1[N:48]1[CH2:54][CH2:53][CH2:52][NH:51][CH2:50][CH2:49]1)[CH3:35], predict the reaction product. The product is: [CH3:33][O:32][C:28]1[CH:27]=[C:5]([CH:4]=[C:3]([O:2][CH3:1])[C:29]=1[O:30][CH3:31])[CH2:6][N:7]1[CH2:11][CH2:10][C:9]([CH2:12][CH2:13][N:51]2[CH2:52][CH2:53][CH2:54][N:48]([C:40]3[N:39]([CH2:38][CH2:37][O:36][CH2:34][CH3:35])[C:43]4[CH:44]=[CH:45][CH:46]=[CH:47][C:42]=4[N:41]=3)[CH2:49][CH2:50]2)([CH2:19][C:20]2[CH:25]=[CH:24][CH:23]=[CH:22][CH:21]=2)[C:8]1=[O:26]. (7) Given the reactants C(OC([NH:8][CH:9]1[CH2:13][CH2:12][N:11]([C:14]2[N:23]=[C:22]3[C:17]([C:18](=[O:33])[C:19]([C:28]([O:30]CC)=[O:29])=[CH:20][N:21]3C(C)(C)C)=[CH:16][CH:15]=2)[CH2:10]1)=O)(C)(C)C.Cl, predict the reaction product. The product is: [NH2:8][CH:9]1[CH2:13][CH2:12][N:11]([C:14]2[N:23]=[C:22]3[C:17]([C:18](=[O:33])[C:19]([C:28]([OH:30])=[O:29])=[CH:20][NH:21]3)=[CH:16][CH:15]=2)[CH2:10]1. (8) Given the reactants C[O:2][C:3]([CH:5]1[CH:9]([C:10]2[CH:15]=[CH:14][C:13]([F:16])=[CH:12][CH:11]=2)[CH2:8][N:7]([C:17]([O:19][C:20]([CH3:23])([CH3:22])[CH3:21])=[O:18])[CH2:6]1)=[O:4].Cl.[OH-].[Na+].C(OC(OC(C)(C)C)=O)(OC(C)(C)C)=O, predict the reaction product. The product is: [C:20]([O:19][C:17]([N:7]1[CH2:8][CH:9]([C:10]2[CH:11]=[CH:12][C:13]([F:16])=[CH:14][CH:15]=2)[CH:5]([C:3]([OH:4])=[O:2])[CH2:6]1)=[O:18])([CH3:23])([CH3:21])[CH3:22]. (9) Given the reactants [Cl:1][CH2:2][C:3](Cl)=[O:4].[Cl:6][C:7]1[CH:16]=[CH:15][C:10]([C:11]([NH:13][NH2:14])=[O:12])=[CH:9][N:8]=1.CN1CCOCC1, predict the reaction product. The product is: [Cl:1][CH2:2][C:3]([NH:14][NH:13][C:11](=[O:12])[C:10]1[CH:15]=[CH:16][C:7]([Cl:6])=[N:8][CH:9]=1)=[O:4]. (10) The product is: [CH2:27]([O:26][C:24](=[O:25])[CH:23]=[C:22]([C:2]1[CH:7]=[CH:6][N:5]=[C:4]([O:8][CH3:9])[C:3]=1[CH2:10][O:11][CH2:12][O:13][CH3:14])[CH2:29][CH3:30])[CH3:28]. Given the reactants I[C:2]1[CH:7]=[CH:6][N:5]=[C:4]([O:8][CH3:9])[C:3]=1[CH2:10][O:11][CH2:12][O:13][CH3:14].[Li+].[Cl-].C([Sn](CCCC)(CCCC)/[C:22](/[CH2:29][CH3:30])=[CH:23]/[C:24]([O:26][CH2:27][CH3:28])=[O:25])CCC, predict the reaction product.